This data is from Forward reaction prediction with 1.9M reactions from USPTO patents (1976-2016). The task is: Predict the product of the given reaction. (1) Given the reactants F[C:2]1[CH:7]=[CH:6][C:5]([F:8])=[CH:4][C:3]=1[NH2:9].CCO[C:13]([S-:15])=[S:14].[K+].Cl, predict the reaction product. The product is: [F:8][C:5]1[CH:6]=[CH:7][C:2]2[S:14][C:13]([SH:15])=[N:9][C:3]=2[CH:4]=1. (2) Given the reactants C(O/[CH:4]=[CH:5]/[C:6](=O)[C:7]([F:10])([F:9])[F:8])C.C(N(CC)CC)C.Cl.[NH2:20][NH2:21].C(OCC)(=O)C, predict the reaction product. The product is: [F:8][C:7]([F:10])([F:9])[C:6]1[NH:21][N:20]=[CH:4][CH:5]=1. (3) Given the reactants [NH:1]1[C:9]2[C:4](=[CH:5][CH:6]=[CH:7][CH:8]=2)[CH:3]=[CH:2]1.[H-].[Na+].[F:12][C:13]1[CH:20]=[CH:19][C:16]([CH2:17]Cl)=[CH:15][CH:14]=1.O, predict the reaction product. The product is: [F:12][C:13]1[CH:20]=[CH:19][C:16]([CH2:17][N:1]2[C:9]3[C:4](=[CH:5][CH:6]=[CH:7][CH:8]=3)[CH:3]=[CH:2]2)=[CH:15][CH:14]=1. (4) Given the reactants [CH3:1][O:2][C:3](=[O:15])[C:4]1[CH:13]=[C:12]([OH:14])[CH:11]=[C:6]([C:7]([O:9][CH3:10])=[O:8])[CH:5]=1.[C:16]1(B(O)O)[C:25]2[C:20](=[CH:21][CH:22]=[CH:23][CH:24]=2)[CH:19]=[CH:18][CH:17]=1.CCN(CC)CC, predict the reaction product. The product is: [CH3:10][O:9][C:7](=[O:8])[C:6]1[CH:11]=[C:12]([O:14][C:18]2[CH:17]=[CH:16][C:25]3[C:20](=[CH:21][CH:22]=[CH:23][CH:24]=3)[CH:19]=2)[CH:13]=[C:4]([C:3]([O:2][CH3:1])=[O:15])[CH:5]=1. (5) Given the reactants [OH-].[Na+].C([O:5][C:6]([C:8]1[CH:12]=[CH:11][N:10]([C:13]2[CH:18]=[CH:17][C:16]([F:19])=[CH:15][N:14]=2)[N:9]=1)=[O:7])C, predict the reaction product. The product is: [F:19][C:16]1[CH:17]=[CH:18][C:13]([N:10]2[CH:11]=[CH:12][C:8]([C:6]([OH:7])=[O:5])=[N:9]2)=[N:14][CH:15]=1. (6) Given the reactants [Cl:1][C:2]1[CH:7]=[CH:6][C:5]([C:8]2[N:12]([CH2:13][CH2:14]O)[C:11](=[O:16])[N:10]([CH2:17][C:18]([NH:20][C:21]([CH3:33])([C:23]3[CH:28]=[CH:27][CH:26]=[C:25]([C:29]([F:32])([F:31])[F:30])[CH:24]=3)[CH3:22])=[O:19])[N:9]=2)=[CH:4][CH:3]=1.C(N(S(F)(F)[F:40])CC)C.O, predict the reaction product. The product is: [Cl:1][C:2]1[CH:7]=[CH:6][C:5]([C:8]2[N:12]([CH2:13][CH2:14][F:40])[C:11](=[O:16])[N:10]([CH2:17][C:18]([NH:20][C:21]([CH3:33])([C:23]3[CH:28]=[CH:27][CH:26]=[C:25]([C:29]([F:31])([F:30])[F:32])[CH:24]=3)[CH3:22])=[O:19])[N:9]=2)=[CH:4][CH:3]=1. (7) Given the reactants Cl[CH2:2][C:3]1[CH:8]=[CH:7][CH:6]=[C:5]([F:9])[CH:4]=1.[OH:10][CH2:11][C:12]([NH:14][CH2:15][C@H:16]([O:18][C:19]1[CH:28]=[CH:27][CH:26]=[C:25]2[C:20]=1[C:21]([NH:29][C:30]1[CH:35]=[CH:34][C:33]([OH:36])=[C:32]([CH3:37])[CH:31]=1)=[N:22][CH:23]=[N:24]2)[CH3:17])=[O:13], predict the reaction product. The product is: [F:9][C:5]1[CH:4]=[C:3]([CH:8]=[CH:7][CH:6]=1)[CH2:2][O:36][C:33]1[CH:34]=[CH:35][C:30]([NH:29][C:21]2[C:20]3[C:25](=[CH:26][CH:27]=[CH:28][C:19]=3[O:18][C@H:16]([CH3:17])[CH2:15][NH:14][C:12](=[O:13])[CH2:11][OH:10])[N:24]=[CH:23][N:22]=2)=[CH:31][C:32]=1[CH3:37].